From a dataset of Catalyst prediction with 721,799 reactions and 888 catalyst types from USPTO. Predict which catalyst facilitates the given reaction. (1) Reactant: [NH:1]1[CH:5]=[C:4]([C:6]([NH:8][CH2:9][CH:10]2[CH2:15][CH2:14][N:13]([C:16]([O:18][C:19]([CH3:22])([CH3:21])[CH3:20])=[O:17])[CH2:12][CH2:11]2)=[O:7])[N:3]=[N:2]1.Br[CH2:24][C:25]1[CH:30]=[CH:29][C:28]([S:31]([NH2:34])(=[O:33])=[O:32])=[CH:27][CH:26]=1.C(=O)([O-])[O-].[K+].[K+]. Product: [S:31]([C:28]1[CH:29]=[CH:30][C:25]([CH2:24][N:2]2[N:3]=[C:4]([C:6]([NH:8][CH2:9][CH:10]3[CH2:15][CH2:14][N:13]([C:16]([O:18][C:19]([CH3:22])([CH3:21])[CH3:20])=[O:17])[CH2:12][CH2:11]3)=[O:7])[CH:5]=[N:1]2)=[CH:26][CH:27]=1)(=[O:32])(=[O:33])[NH2:34]. The catalyst class is: 3. (2) Reactant: O1CCCC1.[H-].[Al+3].[Li+].[H-].[H-].[H-].[CH2:12]([O:14][CH:15]([O:22][CH2:23][CH3:24])[CH2:16][C:17](OCC)=[O:18])[CH3:13]. Product: [CH2:12]([O:14][CH:15]([O:22][CH2:23][CH3:24])[CH2:16][CH2:17][OH:18])[CH3:13]. The catalyst class is: 6. (3) Reactant: [Br:1][C:2]1[C:7]2[O:8][CH:9]([CH2:13][OH:14])[CH2:10][N:11]([CH3:12])[C:6]=2[CH:5]=[CH:4][CH:3]=1.[C:15]1([CH3:25])[CH:20]=[CH:19][C:18]([S:21](Cl)(=[O:23])=[O:22])=[CH:17][CH:16]=1.C(N(C(C)C)CC)(C)C. Product: [CH3:25][C:15]1[CH:20]=[CH:19][C:18]([S:21]([O:14][CH2:13][CH:9]2[O:8][C:7]3[C:2]([Br:1])=[CH:3][CH:4]=[CH:5][C:6]=3[N:11]([CH3:12])[CH2:10]2)(=[O:23])=[O:22])=[CH:17][CH:16]=1. The catalyst class is: 64. (4) Reactant: [Cl:1][C:2]1[CH:3]=[C:4](/[CH:9]=[CH:10]/[C:11]([N:13]2[CH2:19][CH2:18][C:17](=[O:20])[NH:16][CH2:15][CH2:14]2)=[O:12])[CH:5]=[CH:6][C:7]=1[Cl:8].CC([O-])(C)C.[K+].[CH3:27][C:28]1([CH3:45])[O:32][C@H:31]([CH2:33]OS(C2C=CC(C)=CC=2)(=O)=O)[CH2:30][O:29]1. Product: [Cl:1][C:2]1[CH:3]=[C:4](/[CH:9]=[CH:10]/[C:11]([N:13]2[CH2:19][CH2:18][C:17](=[O:20])[N:16]([CH2:33][C@@H:31]3[CH2:30][O:29][C:28]([CH3:45])([CH3:27])[O:32]3)[CH2:15][CH2:14]2)=[O:12])[CH:5]=[CH:6][C:7]=1[Cl:8]. The catalyst class is: 1. (5) Reactant: [F:1][C:2]1[CH:7]=[CH:6][C:5]([CH:8]([C:29]2[CH:34]=[CH:33][C:32]([F:35])=[CH:31][CH:30]=2)[N:9]2[CH2:14][CH2:13][N:12]([S:15]([C:18]3[CH:23]=[CH:22][C:21](/[CH:24]=[CH:25]/[C:26](O)=[O:27])=[CH:20][CH:19]=3)(=[O:17])=[O:16])[CH2:11][CH2:10]2)=[CH:4][CH:3]=1.[Cl:36]CCl. Product: [F:1][C:2]1[CH:7]=[CH:6][C:5]([CH:8]([C:29]2[CH:34]=[CH:33][C:32]([F:35])=[CH:31][CH:30]=2)[N:9]2[CH2:14][CH2:13][N:12]([S:15]([C:18]3[CH:23]=[CH:22][C:21](/[CH:24]=[CH:25]/[C:26]([Cl:36])=[O:27])=[CH:20][CH:19]=3)(=[O:17])=[O:16])[CH2:11][CH2:10]2)=[CH:4][CH:3]=1. The catalyst class is: 9. (6) Reactant: I[C:2]1[CH:3]=[N:4][N:5]2[CH2:10][CH2:9][N:8]([C:11]([NH:13][C:14]3[CH:19]=[CH:18][CH:17]=[CH:16][CH:15]=3)=[O:12])[CH2:7][C:6]=12.[F:20][C:21]1[CH:26]=[CH:25][C:24](B(O)O)=[CH:23][CH:22]=1.C([O-])([O-])=O.[Cs+].[Cs+]. Product: [F:20][C:21]1[CH:26]=[CH:25][C:24]([C:2]2[CH:3]=[N:4][N:5]3[CH2:10][CH2:9][N:8]([C:11]([NH:13][C:14]4[CH:19]=[CH:18][CH:17]=[CH:16][CH:15]=4)=[O:12])[CH2:7][C:6]=23)=[CH:23][CH:22]=1. The catalyst class is: 70. (7) Reactant: [CH3:1][N:2]([CH:10]1[CH2:13][N:12]([C:14]2[CH:19]=[CH:18][N:17]=[C:16]([CH3:20])[CH:15]=2)[CH2:11]1)C(=O)OC(C)(C)C.C([Cl:24])(=O)C. Product: [ClH:24].[ClH:24].[CH3:1][NH:2][CH:10]1[CH2:11][N:12]([C:14]2[CH:19]=[CH:18][N:17]=[C:16]([CH3:20])[CH:15]=2)[CH2:13]1. The catalyst class is: 8. (8) Reactant: [CH2:1]([N:8]1[CH2:12][CH2:11][N:10]([C@@H:13]([C:17]([CH3:20])([CH3:19])[CH3:18])[C:14](O)=[O:15])[C:9]1=[O:21])[C:2]1[CH:7]=[CH:6][CH:5]=[CH:4][CH:3]=1.C([O-])([O-])=O.[K+].[K+].CCOP(ON1N=NC2C=CC=CC=2C1=O)(OCC)=O.[NH2:48][C@@H:49]([CH2:80][C:81]1[CH:86]=[CH:85][CH:84]=[CH:83][CH:82]=1)[C@@H:50]([OH:79])[CH2:51][C@@H:52]([NH:66][C:67]([C@@H:69]([NH:74][C:75](=[O:78])[O:76][CH3:77])[C:70]([CH3:73])([CH3:72])[CH3:71])=[O:68])[CH2:53][C:54]1[CH:59]=[CH:58][C:57]([C:60]2[CH:65]=[CH:64][CH:63]=[CH:62][N:61]=2)=[CH:56][CH:55]=1. Product: [CH2:1]([N:8]1[CH2:12][CH2:11][N:10]([C@@H:13]([C:17]([CH3:19])([CH3:18])[CH3:20])[C:14]([NH:48][C@@H:49]([CH2:80][C:81]2[CH:82]=[CH:83][CH:84]=[CH:85][CH:86]=2)[C@@H:50]([OH:79])[CH2:51][C@@H:52]([NH:66][C:67]([C@@H:69]([NH:74][C:75](=[O:78])[O:76][CH3:77])[C:70]([CH3:73])([CH3:72])[CH3:71])=[O:68])[CH2:53][C:54]2[CH:59]=[CH:58][C:57]([C:60]3[CH:65]=[CH:64][CH:63]=[CH:62][N:61]=3)=[CH:56][CH:55]=2)=[O:15])[C:9]1=[O:21])[C:2]1[CH:3]=[CH:4][CH:5]=[CH:6][CH:7]=1. The catalyst class is: 13. (9) Reactant: [CH:1]1[C:6]([Cl:7])=[C:5]([NH:8][C:9]2[C:14]([N+:15]([O-:17])=[O:16])=[C:13]([Cl:18])[C:12]([C:19]([F:22])([F:21])[F:20])=[CH:11][C:10]=2[N+:23]([O-:25])=[O:24])[N:4]=[CH:3][C:2]=1[C:26]([F:29])([F:28])[F:27].[C:30]1([O:40][CH3:41])[C:31](=[CH:33][CH:34]=[C:35]([CH:39]=1)[CH2:36][CH:37]=[CH2:38])[OH:32].OCC(CO)O.C(OS(C1C=CC=CC=1)(=O)=O)CCCCCCCCCCC.[Ca]. Product: [CH:1]1[C:6]([Cl:7])=[C:5]([NH:8][C:9]2[C:14]([N+:15]([O-:17])=[O:16])=[C:13]([Cl:18])[C:12]([C:19]([F:20])([F:21])[F:22])=[CH:11][C:10]=2[N+:23]([O-:25])=[O:24])[N:4]=[CH:3][C:2]=1[C:26]([F:29])([F:27])[F:28].[C:30]1([O:40][CH3:41])[C:31](=[CH:33][CH:34]=[C:35]([CH:39]=1)[CH2:36][CH:37]=[CH2:38])[OH:32]. The catalyst class is: 6.